Dataset: Full USPTO retrosynthesis dataset with 1.9M reactions from patents (1976-2016). Task: Predict the reactants needed to synthesize the given product. (1) Given the product [F:3][C:4]1[CH:9]=[C:8]([C:10]2[N:14]3[CH:15]=[CH:16][C:17]([C:70]4[CH:69]=[CH:68][N:67]=[CH:66][CH:65]=4)=[CH:18][C:13]3=[N:12][CH:11]=2)[CH:7]=[CH:6][C:5]=1[CH2:25][C:26]([NH:38][C:36]1[S:37][C:33]([C:29]([CH3:32])([CH3:30])[CH3:31])=[C:34]([CH2:39][N:40]2[CH2:45][CH2:44][O:43][CH2:42][CH2:41]2)[N:35]=1)=[O:27], predict the reactants needed to synthesize it. The reactants are: Cl.Cl.[F:3][C:4]1[CH:9]=[C:8]([C:10]2[N:14]3[CH:15]=[CH:16][C:17](C4C=CC=CN=4)=[CH:18][C:13]3=[N:12][CH:11]=2)[CH:7]=[CH:6][C:5]=1[CH2:25][C:26](O)=[O:27].[C:29]([C:33]1[S:37][C:36]([NH2:38])=[N:35][C:34]=1[CH2:39][N:40]1[CH2:45][CH2:44][O:43][CH2:42][CH2:41]1)([CH3:32])([CH3:31])[CH3:30].C(N(CC)C(C)C)(C)C.F[P-](F)(F)(F)(F)F.N1(OC(N(C)C)=[N+](C)C)[C:66]2[N:67]=[CH:68][CH:69]=[CH:70][C:65]=2N=N1. (2) Given the product [CH3:17][C:10]1[CH:9]=[C:8]([CH:13]=[CH:12][C:11]=1[N+:14]([O-:16])=[O:15])[CH2:7][N:5]1[CH:6]=[C:2]([C:25]([F:28])([F:27])[CH2:24][C:23]([F:32])([F:31])[F:22])[C:3]([C:18]([F:21])([F:20])[F:19])=[N:4]1, predict the reactants needed to synthesize it. The reactants are: I[C:2]1[C:3]([C:18]([F:21])([F:20])[F:19])=[N:4][N:5]([CH2:7][C:8]2[CH:13]=[CH:12][C:11]([N+:14]([O-:16])=[O:15])=[C:10]([CH3:17])[CH:9]=2)[CH:6]=1.[F:22][C:23]([F:32])([F:31])[C:24](F)(F)[C:25]([F:28])([F:27])I.CN(C=O)C.